From a dataset of Full USPTO retrosynthesis dataset with 1.9M reactions from patents (1976-2016). Predict the reactants needed to synthesize the given product. (1) Given the product [C:16]([C:19]1[CH:44]=[CH:43][C:22]([O:23][CH2:24][C:25]2[CH:26]=[C:27]([NH:31][C:32](=[O:42])[C:33]3[CH:41]=[CH:40][CH:39]=[C:35]([C:36](=[C:53]4[C:54](=[O:56])[O:55][C:50]([CH3:58])([CH3:49])[O:51][C:52]4=[O:57])[OH:37])[CH:34]=3)[CH:28]=[CH:29][CH:30]=2)=[C:21]([CH2:45][CH2:46][CH3:47])[C:20]=1[OH:48])(=[O:18])[CH3:17], predict the reactants needed to synthesize it. The reactants are: C1(N=C=NC2CCCCC2)CCCCC1.[C:16]([C:19]1[CH:44]=[CH:43][C:22]([O:23][CH2:24][C:25]2[CH:26]=[C:27]([NH:31][C:32](=[O:42])[C:33]3[CH:34]=[C:35]([CH:39]=[CH:40][CH:41]=3)[C:36](O)=[O:37])[CH:28]=[CH:29][CH:30]=2)=[C:21]([CH2:45][CH2:46][CH3:47])[C:20]=1[OH:48])(=[O:18])[CH3:17].[CH3:49][C:50]1([CH3:58])[O:55][C:54](=[O:56])[CH2:53][C:52](=[O:57])[O:51]1. (2) Given the product [ClH:30].[NH2:18][CH2:17][CH2:16][N:15]1[C:11]2[C:10]3[N:9]=[CH:8][CH:7]=[CH:6][C:5]=3[N:4]=[C:3]([NH2:2])[C:12]=2[N:13]=[C:14]1[CH2:26][CH2:27][O:28][CH3:29], predict the reactants needed to synthesize it. The reactants are: Cl.[NH2:2][C:3]1[C:12]2[N:13]=[C:14]([CH2:26][CH2:27][O:28][CH3:29])[N:15]([CH2:16][CH2:17][NH:18]C(=O)OC(C)(C)C)[C:11]=2[C:10]2[N:9]=[CH:8][CH:7]=[CH:6][C:5]=2[N:4]=1.[Cl:30]CCl.CO. (3) Given the product [CH3:16][N:17]([CH3:21])[CH2:18][CH2:19][NH:20][CH2:1][CH:3]1[CH2:8][CH2:7][N:6]([C:9]([O:11][C:12]([CH3:15])([CH3:14])[CH3:13])=[O:10])[CH2:5][CH2:4]1, predict the reactants needed to synthesize it. The reactants are: [CH:1]([CH:3]1[CH2:8][CH2:7][N:6]([C:9]([O:11][C:12]([CH3:15])([CH3:14])[CH3:13])=[O:10])[CH2:5][CH2:4]1)=O.[CH3:16][N:17]([CH3:21])[CH2:18][CH2:19][NH2:20].C(O[BH-](OC(=O)C)OC(=O)C)(=O)C.[Na+].C(=O)([O-])O.[Na+].C(=O)([O-])[O-].[K+].[K+]. (4) Given the product [Cl:1][C:2]1[CH:7]=[C:6]([F:8])[CH:5]=[CH:4][C:3]=1[C:9]1([C:15]([NH:18][CH2:19][CH2:20][CH2:21][N:22]2[CH2:27][CH2:26][CH:25]([C:28]3[CH:29]=[C:30]([NH:34][C:35](=[O:40])[O:36][CH:37]([CH3:38])[CH3:39])[CH:31]=[CH:32][CH:33]=3)[CH2:24][CH2:23]2)=[O:17])[CH2:10][CH2:11][CH2:12][CH2:13][CH2:14]1, predict the reactants needed to synthesize it. The reactants are: [Cl:1][C:2]1[CH:7]=[C:6]([F:8])[CH:5]=[CH:4][C:3]=1[C:9]1([C:15]([OH:17])=O)[CH2:14][CH2:13][CH2:12][CH2:11][CH2:10]1.[NH2:18][CH2:19][CH2:20][CH2:21][N:22]1[CH2:27][CH2:26][CH:25]([C:28]2[CH:29]=[C:30]([NH:34][C:35](=[O:40])[O:36][CH:37]([CH3:39])[CH3:38])[CH:31]=[CH:32][CH:33]=2)[CH2:24][CH2:23]1. (5) Given the product [OH:1][C:2]1[CH:19]=[C:18]2[C:5]([C@@:6]3([CH3:24])[C@H:15]([CH2:16][S:17]2=[O:20])[C@:14]2([CH3:21])[C@H:9]([C:10]([CH3:23])([CH3:22])[CH2:11][CH2:12][CH2:13]2)[CH2:8][CH2:7]3)=[CH:4][C:3]=1[C:25]([NH:29][CH3:28])=[O:27], predict the reactants needed to synthesize it. The reactants are: [OH:1][C:2]1[CH:19]=[C:18]2[C:5]([C@@:6]3([CH3:24])[C@H:15]([CH2:16][S:17]2=[O:20])[C@:14]2([CH3:21])[C@H:9]([C:10]([CH3:23])([CH3:22])[CH2:11][CH2:12][CH2:13]2)[CH2:8][CH2:7]3)=[CH:4][C:3]=1[C:25]([OH:27])=O.[CH3:28][N:29](C(ON1N=NC2C=CC=NC1=2)=[N+](C)C)C.F[P-](F)(F)(F)(F)F.CCN(C(C)C)C(C)C.CN.